Dataset: Forward reaction prediction with 1.9M reactions from USPTO patents (1976-2016). Task: Predict the product of the given reaction. (1) Given the reactants [F:1][C:2]1[CH:7]=[CH:6][C:5]([CH2:8][C:9]([C:11]2[C:19]3[C:14](=[CH:15][CH:16]=[C:17]([CH2:20][CH2:21][OH:22])[CH:18]=3)[NH:13][CH:12]=2)=[O:10])=[CH:4][CH:3]=1.[Br-].[Br-].[Br-].C1([N+](C)(C)C)C=CC=CC=1.C1([N+](C)(C)C)C=CC=CC=1.C1([N+](C)(C)C)C=CC=CC=1.[CH3:56][O:57][C:58]1[CH:59]=[C:60]([CH:62]=[C:63]([O:65][CH3:66])[CH:64]=1)[NH2:61].Cl, predict the reaction product. The product is: [CH3:66][O:65][C:63]1[CH:62]=[C:60]([NH:61][CH:8]([C:5]2[CH:6]=[CH:7][C:2]([F:1])=[CH:3][CH:4]=2)[C:9]([C:11]2[C:19]3[C:14](=[CH:15][CH:16]=[C:17]([CH2:20][CH2:21][OH:22])[CH:18]=3)[NH:13][CH:12]=2)=[O:10])[CH:59]=[C:58]([O:57][CH3:56])[CH:64]=1. (2) Given the reactants Br[CH2:2][CH2:3][N:4]1[C:12]([S:13][C:14]2[CH:19]=[C:18]([Cl:20])[CH:17]=[C:16]([Cl:21])[CH:15]=2)=[N:11][C:10]2[C:5]1=[N:6][CH:7]=[N:8][C:9]=2[NH2:22].Cl.[CH3:24][O:25][CH:26]([CH3:29])[CH2:27][NH2:28].CCN(CC)CC, predict the reaction product. The product is: [Cl:21][C:16]1[CH:15]=[C:14]([S:13][C:12]2[N:4]([CH2:3][CH2:2][NH:28][CH2:27][CH:26]([O:25][CH3:24])[CH3:29])[C:5]3[C:10]([N:11]=2)=[C:9]([NH2:22])[N:8]=[CH:7][N:6]=3)[CH:19]=[C:18]([Cl:20])[CH:17]=1. (3) Given the reactants [Cl:1][C:2]1[CH:9]=[CH:8][CH:7]=[C:6](F)[C:3]=1[CH:4]=[O:5].[C:11]([N:14]1[CH2:19][CH2:18][NH:17][CH2:16][CH2:15]1)(=[O:13])[CH3:12].C(=O)([O-])[O-].[K+].[K+], predict the reaction product. The product is: [C:11]([N:14]1[CH2:19][CH2:18][N:17]([C:6]2[CH:7]=[CH:8][CH:9]=[C:2]([Cl:1])[C:3]=2[CH:4]=[O:5])[CH2:16][CH2:15]1)(=[O:13])[CH3:12]. (4) Given the reactants [C:1]([C:4]1[CH:9]=[CH:8][CH:7]=[CH:6][CH:5]=1)(=O)[CH3:2].[C:10]([CH2:12][C:13]([NH2:15])=[S:14])#[N:11].C([O-])(=O)C.[NH4+].C(O)(=O)C, predict the reaction product. The product is: [C:10]([C:12](=[C:1]([C:4]1[CH:9]=[CH:8][CH:7]=[CH:6][CH:5]=1)[CH3:2])[C:13](=[S:14])[NH2:15])#[N:11]. (5) Given the reactants O/[CH:2]=[C:3]1\[C:4](=[O:13])[NH:5][C:6]2[C:11]\1=[CH:10][C:9]([Cl:12])=[CH:8][CH:7]=2.O/C=C1\C(=O)NC2C\1=CC=CC=2.NC1C=CNN=1.[NH2:32][C:33]1[CH:37]=[C:36]([C:38]2[O:39][CH:40]=[CH:41][CH:42]=2)[NH:35][N:34]=1, predict the reaction product. The product is: [O:39]1[CH:40]=[CH:41][CH:42]=[C:38]1[C:36]1[NH:35][N:34]=[C:33]([NH:32][CH:2]=[C:3]2[C:11]3[C:6](=[CH:7][CH:8]=[C:9]([Cl:12])[CH:10]=3)[NH:5][C:4]2=[O:13])[CH:37]=1.